This data is from Experimentally validated miRNA-target interactions with 360,000+ pairs, plus equal number of negative samples. The task is: Binary Classification. Given a miRNA mature sequence and a target amino acid sequence, predict their likelihood of interaction. (1) The miRNA is hsa-miR-129-5p with sequence CUUUUUGCGGUCUGGGCUUGC. The protein sequence of the target gene is MIGDILLFGTLLMNAGAVLNFKLKKKDTQGFGEESREPSTGDNIREFLLSLRYFRIFIALWNIFMMFCMIVLFGS. Result: 1 (interaction). (2) The miRNA is hsa-miR-606 with sequence AAACUACUGAAAAUCAAAGAU. The protein sequence of the target gene is MAGKAHRLSAEERDQLLPNLRAVGWNELEGRDAIFKQFHFKDFNRAFGFMTRVALQAEKLDHHPEWFNVYNKVHITLSTHECAGLSERDINLASFIEQVAVSMT. Result: 0 (no interaction). (3) The protein sequence of the target gene is MAGIFYFILFSFLFGICDAVTGSRVYPANEVTLLDSRSVQGELGWIASPLEGGWEEVSIMDEKNTPIRTYQVCNVMEASQNNWLRTDWITREGAQRVYIEIKFTLRDCNSLPGVMGTCKETFNLYYYESDNDKERFIRESQFGKIDTIAADESFTQVDIGDRIMKLNTEIRDVGPLSKKGFYLAFQDVGACIALVSVRVFYKKCPLTVRNLAQFPDTITGADTSSLVEVRGSCVNNSEEKDVPKMYCGADGEWLVPIGNCLCNAGHEEQNGECQACKIGYYKALSTDASCAKCPPHSYSV.... The miRNA is hsa-miR-4665-3p with sequence CUCGGCCGCGGCGCGUAGCCCCCGCC. Result: 0 (no interaction). (4) The miRNA is hsa-miR-4659a-3p with sequence UUUCUUCUUAGACAUGGCAACG. The protein sequence of the target gene is MLRYPYFCRMYKECLSCWLESGIPNLGVWPNRIHTTAEKYREYEAREQTDQTQAQELHRSQDRDFETMAKLHIPVMVDEVVHCLSPQKGQIFLDMTFGSGGHTKAILQKESDIVLYALDRDPTAYALAEHLSELYPKQIRAMLGQFSQAEALLMKAGVQPGTFDGVLMDLGCSSMQLDTPERGFSLRKDGPLDMRMDGGRYPDMPTAADVVNALDQQALASILRTYGEEKHAKKIASAIVQARSIYPITRTQQLASIVAGAFPPSAIYTRKDLLQRSTHIATKTFQALRIFVNNELNELY.... Result: 1 (interaction).